From a dataset of Forward reaction prediction with 1.9M reactions from USPTO patents (1976-2016). Predict the product of the given reaction. (1) Given the reactants FC(F)(F)OC1C=CC(OC2[CH:14]=[CH:13][CH:12]=[CH:11][C:10]=2[NH-:15])=CC=1.C1(C(Cl)=O)CCCCC1.[C:29]([O-])([OH:31])=[O:30].[Na+].CCOC(C)=O, predict the reaction product. The product is: [NH:15]1[CH2:10][CH2:11][CH:12]([C:29]([OH:31])=[O:30])[CH2:13][CH2:14]1. (2) Given the reactants [Cl:1][C:2]1[CH:7]=[CH:6][C:5]([S:8]([N:11]([CH2:21][C:22]2[CH:30]=[CH:29][C:25]([C:26]([OH:28])=O)=[CH:24][CH:23]=2)[C@H:12]([C:15]2[CH:20]=[CH:19][CH:18]=[CH:17][CH:16]=2)[CH2:13][CH3:14])(=[O:10])=[O:9])=[CH:4][CH:3]=1.[CH3:31][CH:32]([NH2:34])[CH3:33].N1(O)C2C=CC=CC=2N=N1.C1CCC(N=C=NC2CCCCC2)CC1, predict the reaction product. The product is: [Cl:1][C:2]1[CH:3]=[CH:4][C:5]([S:8]([N:11]([CH2:21][C:22]2[CH:30]=[CH:29][C:25]([C:26]([NH:34][CH:32]([CH3:33])[CH3:31])=[O:28])=[CH:24][CH:23]=2)[C@H:12]([C:15]2[CH:16]=[CH:17][CH:18]=[CH:19][CH:20]=2)[CH2:13][CH3:14])(=[O:9])=[O:10])=[CH:6][CH:7]=1. (3) The product is: [Cl:1][C:2]1[N:3]=[N:4][C:5]([C:8]2[CH:13]=[CH:12][CH:11]=[C:10]([NH2:14])[CH:9]=2)=[CH:6][CH:7]=1. Given the reactants [Cl:1][C:2]1[N:3]=[N:4][C:5]([C:8]2[CH:13]=[CH:12][CH:11]=[C:10]([N+:14]([O-])=O)[CH:9]=2)=[CH:6][CH:7]=1, predict the reaction product. (4) Given the reactants Br[C:2]1[CH:7]=[CH:6][C:5](/[C:8](/[C:11]2[CH:12]=[CH:13][C:14]([NH:17][C:18](=[O:27])[C:19]3[C:24]([CH3:25])=[C:23]([F:26])[CH:22]=[N:21][CH:20]=3)=[N:15][CH:16]=2)=[CH:9]/[CH3:10])=[CH:4][CH:3]=1.[CH3:28][N:29]1[C:33]([Sn](CCCC)(CCCC)CCCC)=[CH:32][N:31]=[CH:30]1.C(=O)([O-])[O-].[K+].[K+], predict the reaction product. The product is: [F:26][C:23]1[CH:22]=[N:21][CH:20]=[C:19]([C:24]=1[CH3:25])[C:18]([NH:17][C:14]1[CH:13]=[CH:12][C:11](/[C:8](/[C:5]2[CH:6]=[CH:7][C:2]([C:33]3[N:29]([CH3:28])[CH:30]=[N:31][CH:32]=3)=[CH:3][CH:4]=2)=[CH:9]\[CH3:10])=[CH:16][N:15]=1)=[O:27].